From a dataset of Forward reaction prediction with 1.9M reactions from USPTO patents (1976-2016). Predict the product of the given reaction. (1) Given the reactants [Br:1][C:2]1[CH:3]=[C:4]2[C:9](=[CH:10][C:11]=1[O:12][CH3:13])[N:8]=[N:7][C:6]([C:14]([NH2:16])=O)=[C:5]2[Cl:17].O=P(Cl)(Cl)Cl.C(N(CC)CC)C.C([O-])(O)=O.[Na+], predict the reaction product. The product is: [Br:1][C:2]1[CH:3]=[C:4]2[C:9](=[CH:10][C:11]=1[O:12][CH3:13])[N:8]=[N:7][C:6]([C:14]#[N:16])=[C:5]2[Cl:17]. (2) Given the reactants Br[CH:2]([CH3:5])[C:3]#[N:4].[OH-].[K+].[N:8]1([CH2:13][C:14]2([C:45]3[CH:50]=[CH:49][C:48]([F:51])=[CH:47][C:46]=3[F:52])[O:18][CH:17]([S:19][CH2:20][C:21]3[CH:26]=[CH:25][C:24]([N:27]4[CH2:32][CH2:31][N:30]([C:33]5[CH:38]=[CH:37][C:36]([N:39]6[C:43](=[O:44])[NH:42][N:41]=[CH:40]6)=[CH:35][CH:34]=5)[CH2:29][CH2:28]4)=[CH:23][CH:22]=3)[CH2:16][O:15]2)[CH:12]=[N:11][CH:10]=[N:9]1, predict the reaction product. The product is: [N:8]1([CH2:13][C:14]2([C:45]3[CH:50]=[CH:49][C:48]([F:51])=[CH:47][C:46]=3[F:52])[O:18][CH:17]([S:19][CH2:20][C:21]3[CH:22]=[CH:23][C:24]([N:27]4[CH2:28][CH2:29][N:30]([C:33]5[CH:38]=[CH:37][C:36]([N:39]6[C:43](=[O:44])[N:42]([CH:2]([CH3:5])[C:3]#[N:4])[N:41]=[CH:40]6)=[CH:35][CH:34]=5)[CH2:31][CH2:32]4)=[CH:25][CH:26]=3)[CH2:16][O:15]2)[CH:12]=[N:11][CH:10]=[N:9]1. (3) Given the reactants Cl[C:2]1[N:13]=[CH:12][CH:11]=[CH:10][C:3]=1[C:4]([NH:6][CH2:7][C:8]#[CH:9])=[O:5].[CH3:14][O:15][C:16]1[CH:22]=[C:21]([O:23][CH3:24])[CH:20]=[CH:19][C:17]=1[NH2:18], predict the reaction product. The product is: [CH3:14][O:15][C:16]1[CH:22]=[C:21]([O:23][CH3:24])[CH:20]=[CH:19][C:17]=1[NH:18][C:2]1[N:13]=[CH:12][CH:11]=[CH:10][C:3]=1[C:4]([NH:6][CH2:7][C:8]#[CH:9])=[O:5]. (4) Given the reactants [CH3:1][O:2][C:3](=[O:30])[CH2:4][CH2:5][NH:6][C:7](=[O:29])[C:8]1[CH:13]=[CH:12][C:11]([C:14]([C:22]2[CH:27]=[CH:26][C:25](Br)=[CH:24][CH:23]=2)([OH:21])[CH2:15][CH2:16][CH2:17][CH2:18][CH2:19][CH3:20])=[CH:10][CH:9]=1.C(=O)([O-])[O-].[K+].[K+].[F:37][C:38]([F:49])([F:48])[C:39]1[CH:44]=[CH:43][C:42](B(O)O)=[CH:41][CH:40]=1, predict the reaction product. The product is: [CH3:1][O:2][C:3](=[O:30])[CH2:4][CH2:5][NH:6][C:7](=[O:29])[C:8]1[CH:13]=[CH:12][C:11]([C:14]([OH:21])([C:22]2[CH:27]=[CH:26][C:25]([C:42]3[CH:43]=[CH:44][C:39]([C:38]([F:49])([F:48])[F:37])=[CH:40][CH:41]=3)=[CH:24][CH:23]=2)[CH2:15][CH2:16][CH2:17][CH2:18][CH2:19][CH3:20])=[CH:10][CH:9]=1. (5) Given the reactants [CH3:1][N:2]([CH3:12])[C@@H:3]1[CH2:7][N:6]([CH3:8])[C@H:5]([C:9]([OH:11])=O)[CH2:4]1.CCN=C=NCCCN(C)C.C1C=CC2N(O)N=NC=2C=1.[F:34][C:35]1[CH:36]=[CH:37][C:38]([NH:41][NH2:42])=[N:39][CH:40]=1, predict the reaction product. The product is: [F:34][C:35]1[CH:36]=[CH:37][C:38]([NH:41][NH:42][C:9]([C@@H:5]2[CH2:4][C@H:3]([N:2]([CH3:1])[CH3:12])[CH2:7][N:6]2[CH3:8])=[O:11])=[N:39][CH:40]=1. (6) Given the reactants [OH:1][CH2:2][CH2:3][CH:4]1[CH2:9][CH2:8][CH:7]([C:10]([O:12][CH2:13][CH3:14])=[O:11])[CH2:6][CH2:5]1.C(N(CC)CC)C.[CH3:22][S:23](Cl)(=[O:25])=[O:24].C(=O)([O-])O.[Na+], predict the reaction product. The product is: [CH3:22][S:23]([O:1][CH2:2][CH2:3][CH:4]1[CH2:9][CH2:8][CH:7]([C:10]([O:12][CH2:13][CH3:14])=[O:11])[CH2:6][CH2:5]1)(=[O:25])=[O:24]. (7) Given the reactants [C:1]1([C:19]2[CH:24]=[CH:23][CH:22]=[CH:21][CH:20]=2)[C:2]([C:7]([NH:9][C:10]2[CH:11]=[C:12]([CH:16]=[CH:17][CH:18]=2)[C:13]([OH:15])=O)=[O:8])=[CH:3][CH:4]=[CH:5][CH:6]=1.[OH:25][C:26]1[CH:31]=[CH:30][C:29]([C:32]2[CH:37]=[CH:36][C:35]([CH2:38][CH2:39][NH2:40])=[CH:34][CH:33]=2)=[CH:28][CH:27]=1.CN(C(ON1N=NC2C=CC=CC1=2)=[N+](C)C)C.[B-](F)(F)(F)F.C(N(C(C)C)C(C)C)C, predict the reaction product. The product is: [OH:25][C:26]1[CH:27]=[CH:28][C:29]([C:32]2[CH:37]=[CH:36][C:35]([CH2:38][CH2:39][NH:40][C:13](=[O:15])[C:12]3[CH:16]=[CH:17][CH:18]=[C:10]([NH:9][C:7]([C:2]4[C:1]([C:19]5[CH:20]=[CH:21][CH:22]=[CH:23][CH:24]=5)=[CH:6][CH:5]=[CH:4][CH:3]=4)=[O:8])[CH:11]=3)=[CH:34][CH:33]=2)=[CH:30][CH:31]=1. (8) Given the reactants [C:1]([C:3](=[C:15]([C:22]1[CH:27]=[CH:26][CH:25]=[CH:24][CH:23]=1)[C:16]1[CH:21]=[CH:20][CH:19]=[CH:18][CH:17]=1)[C:4]([O:6][CH2:7][CH:8]([CH2:13][CH3:14])[CH2:9][CH2:10][CH2:11][CH3:12])=[O:5])#[N:2].O.[3H][3H], predict the reaction product. The product is: [C:1]([CH:3]([CH:15]([C:16]1[CH:17]=[CH:18][CH:19]=[CH:20][CH:21]=1)[C:22]1[CH:27]=[CH:26][CH:25]=[CH:24][CH:23]=1)[C:4]([O:6][CH2:7][CH:8]([CH2:13][CH3:14])[CH2:9][CH2:10][CH2:11][CH3:12])=[O:5])#[N:2]. (9) Given the reactants [F:1][C:2]([F:18])([F:17])[C:3]1[O:7][N:6]=[C:5]([C:8]2[S:12][C:11]([C:13]([OH:15])=[O:14])=[CH:10][CH:9]=2)[C:4]=1[CH3:16].[CH3:19][N:20]1[CH2:25][CH2:24][CH:23](O)[CH2:22][CH2:21]1, predict the reaction product. The product is: [CH3:19][N:20]1[CH2:25][CH2:24][CH:23]([O:14][C:13]([C:11]2[S:12][C:8]([C:5]3[C:4]([CH3:16])=[C:3]([C:2]([F:17])([F:1])[F:18])[O:7][N:6]=3)=[CH:9][CH:10]=2)=[O:15])[CH2:22][CH2:21]1.